From a dataset of Full USPTO retrosynthesis dataset with 1.9M reactions from patents (1976-2016). Predict the reactants needed to synthesize the given product. Given the product [Cl:8][C:7]1[N:25]=[C:9]([C:10]([N:12]2[C:20]3[C:15](=[CH:16][C:17]([S:21]([NH2:24])(=[O:23])=[O:22])=[CH:18][CH:19]=3)[CH2:14][CH2:13]2)=[O:11])[CH:4]=[CH:3][CH:2]=1, predict the reactants needed to synthesize it. The reactants are: Cl[C:2]1[CH:3]=[C:4]([CH2:9][C:10]([N:12]2[C:20]3[C:15](=[CH:16][C:17]([S:21]([NH2:24])(=[O:23])=[O:22])=[CH:18][CH:19]=3)[CH2:14][CH2:13]2)=[O:11])C=C[C:7]=1[Cl:8].[NH:25]1C2C(=CC(S(N)(=O)=O)=CC=2)CC1.ClC1N=C(C(O)=O)C=CC=1.